From a dataset of Forward reaction prediction with 1.9M reactions from USPTO patents (1976-2016). Predict the product of the given reaction. (1) Given the reactants C(N(C(C)C)CC)(C)C.[F:10][C:11]1[CH:16]=[CH:15][C:14]([CH2:17][C:18]2[C:27]3[C:22](=[CH:23][CH:24]=[CH:25][CH:26]=3)[C:21](=[O:28])[NH:20][N:19]=2)=[CH:13][C:12]=1[NH:29][C:30]([CH2:32][CH:33]([CH2:37][CH:38]=[CH:39][CH2:40][CH2:41][CH2:42][CH2:43][CH3:44])[C:34](O)=[O:35])=[O:31], predict the reaction product. The product is: [F:10][C:11]1[CH:16]=[CH:15][C:14]([CH2:17][C:18]2[C:27]3[C:22](=[CH:23][CH:24]=[CH:25][CH:26]=3)[C:21](=[O:28])[NH:20][N:19]=2)=[CH:13][C:12]=1[N:29]1[C:30](=[O:31])[CH2:32][CH:33]([CH2:37][CH:38]=[CH:39][CH2:40][CH2:41][CH2:42][CH2:43][CH3:44])[C:34]1=[O:35]. (2) Given the reactants [Cl:1][C:2]1[CH:3]=[C:4]([S:9]([N:12]2[CH:21]([C:22]([NH:24][C@H:25]([C:44]([O:46]C)=[O:45])[CH2:26][C:27]3[CH:32]=[CH:31][C:30]([NH:33][C:34](=[O:43])[C:35]4[C:40]([Cl:41])=[CH:39][N:38]=[CH:37][C:36]=4[Cl:42])=[CH:29][CH:28]=3)=[O:23])[CH2:20][C:19]3[C:14](=[CH:15][CH:16]=[CH:17][CH:18]=3)[CH2:13]2)(=[O:11])=[O:10])[CH:5]=[C:6]([Cl:8])[CH:7]=1.[OH-].[Na+].CO, predict the reaction product. The product is: [Cl:1][C:2]1[CH:3]=[C:4]([S:9]([N:12]2[CH:21]([C:22]([NH:24][C@H:25]([C:44]([OH:46])=[O:45])[CH2:26][C:27]3[CH:28]=[CH:29][C:30]([NH:33][C:34](=[O:43])[C:35]4[C:40]([Cl:41])=[CH:39][N:38]=[CH:37][C:36]=4[Cl:42])=[CH:31][CH:32]=3)=[O:23])[CH2:20][C:19]3[C:14](=[CH:15][CH:16]=[CH:17][CH:18]=3)[CH2:13]2)(=[O:11])=[O:10])[CH:5]=[C:6]([Cl:8])[CH:7]=1.